This data is from Full USPTO retrosynthesis dataset with 1.9M reactions from patents (1976-2016). The task is: Predict the reactants needed to synthesize the given product. (1) Given the product [F:35][C:32]1[CH:33]=[C:34]2[C:29](=[CH:30][CH:31]=1)[NH:28][C:27](=[O:36])/[C:26]/2=[CH:25]\[C:24]1[NH:20][C:21]([CH3:41])=[C:22]([C:38]([NH:1][CH:2]2[CH2:7][CH2:6][CH:5]([C:8]([OH:10])=[O:9])[CH2:4][CH2:3]2)=[O:39])[C:23]=1[CH3:37], predict the reactants needed to synthesize it. The reactants are: [NH2:1][CH:2]1[CH2:7][CH2:6][CH:5]([C:8]([OH:10])=[O:9])[CH2:4][CH2:3]1.N1C2C(=NC=CC=2)N([N:20]2[C:24](/[CH:25]=[C:26]3\[C:27](=[O:36])[NH:28][C:29]4[C:34]\3=[CH:33][C:32]([F:35])=[CH:31][CH:30]=4)=[C:23]([CH3:37])[C:22]([C:38]([O-])=[O:39])=[C:21]2[CH3:41])N=1.CCN(C(C)C)C(C)C. (2) The reactants are: Cl.Cl.[Cl:3][C:4]1[CH:9]=[CH:8][CH:7]=[CH:6][C:5]=1[NH:10][C:11]1[CH:19]=[C:18]2[C:14]([C:15]([C:20]3[CH:21]=[C:22]([CH:26]=[CH:27][CH:28]=3)[C:23](O)=[O:24])=[N:16][NH:17]2)=[CH:13][CH:12]=1.[CH3:29][N:30]1[CH2:35][CH2:34][NH:33][CH2:32][CH2:31]1.ON1C2C=CC=CC=2N=N1. Given the product [Cl:3][C:4]1[CH:9]=[CH:8][CH:7]=[CH:6][C:5]=1[NH:10][C:11]1[CH:19]=[C:18]2[C:14]([C:15]([C:20]3[CH:28]=[CH:27][CH:26]=[C:22]([C:23]([N:33]4[CH2:34][CH2:35][N:30]([CH3:29])[CH2:31][CH2:32]4)=[O:24])[CH:21]=3)=[N:16][NH:17]2)=[CH:13][CH:12]=1, predict the reactants needed to synthesize it. (3) Given the product [F:64][C:63]([F:66])([F:65])[C:61]([OH:67])=[O:62].[CH3:43][N:40]1[C:39]2[CH:44]=[CH:45][C:46]([C:2]3[N:7]4[CH:8]=[C:9](/[CH:11]=[CH:12]/[C:13]5[CH:22]=[CH:21][C:20]6[C:15](=[CH:16][CH:17]=[CH:18][CH:19]=6)[N:14]=5)[N:10]=[C:6]4[C:5]([N:23]4[CH2:24][CH2:25][O:26][CH2:27][CH2:28]4)=[N:4][CH:3]=3)=[CH:47][C:38]=2[S:37](=[O:58])(=[O:57])[NH:36][C:41]1=[O:42], predict the reactants needed to synthesize it. The reactants are: Br[C:2]1[N:7]2[CH:8]=[C:9](/[CH:11]=[CH:12]/[C:13]3[CH:22]=[CH:21][C:20]4[C:15](=[CH:16][CH:17]=[CH:18][CH:19]=4)[N:14]=3)[N:10]=[C:6]2[C:5]([N:23]2[CH2:28][CH2:27][O:26][CH2:25][CH2:24]2)=[N:4][CH:3]=1.COC1C=CC(C[N:36]2[C:41](=[O:42])[N:40]([CH3:43])[C:39]3[CH:44]=[CH:45][C:46](B4OC(C)(C)C(C)(C)O4)=[CH:47][C:38]=3[S:37]2(=[O:58])=[O:57])=CC=1.[C:61]([OH:67])([C:63]([F:66])([F:65])[F:64])=[O:62]. (4) The reactants are: [OH:1][CH2:2][C@@H:3]1[CH2:7][N:6]([C:8]([O:10][C:11]([CH3:14])([CH3:13])[CH3:12])=[O:9])[C@H:5]([C:15]([O:17][CH3:18])=[O:16])[CH2:4]1.[F:19][C:20]([F:28])(S(F)(=O)=O)C(O)=O. Given the product [F:19][CH:20]([F:28])[O:1][CH2:2][C@@H:3]1[CH2:7][N:6]([C:8]([O:10][C:11]([CH3:13])([CH3:14])[CH3:12])=[O:9])[C@H:5]([C:15]([O:17][CH3:18])=[O:16])[CH2:4]1, predict the reactants needed to synthesize it. (5) Given the product [CH2:29]([O:32][C:33]1([CH3:39])[CH2:34][CH2:35][N:36]([C:17]2[N:16]3[N:19]=[C:20]([C:22]([O:24][CH2:25][CH3:26])=[O:23])[CH:21]=[C:15]3[N:14]=[C:13]([CH3:27])[C:12]=2[C@H:6]([O:5][C:1]([CH3:4])([CH3:3])[CH3:2])[C:7]([O:9][CH2:10][CH3:11])=[O:8])[CH2:37][CH2:38]1)[CH:30]=[CH2:31], predict the reactants needed to synthesize it. The reactants are: [C:1]([O:5][C@@H:6]([C:12]1[C:13]([CH3:27])=[N:14][C:15]2[N:16]([N:19]=[C:20]([C:22]([O:24][CH2:25][CH3:26])=[O:23])[CH:21]=2)[C:17]=1Cl)[C:7]([O:9][CH2:10][CH3:11])=[O:8])([CH3:4])([CH3:3])[CH3:2].Cl.[CH2:29]([O:32][C:33]1([CH3:39])[CH2:38][CH2:37][NH:36][CH2:35][CH2:34]1)[CH:30]=[CH2:31].CCN(C(C)C)C(C)C. (6) Given the product [C:29]([O:28][CH:26]([C:23]1[CH:22]=[C:21]([C:19](=[O:20])[NH:18][C@@H:16]([CH3:17])[CH2:15][N:12]2[CH:13]=[CH:14][C:10]([C:4]3[CH:5]=[CH:6][C:7]([C:8]#[N:9])=[C:2]([Cl:1])[CH:3]=3)=[N:11]2)[NH:25][N:24]=1)[CH3:27])(=[O:31])[CH3:30], predict the reactants needed to synthesize it. The reactants are: [Cl:1][C:2]1[CH:3]=[C:4]([C:10]2[CH:14]=[CH:13][N:12]([CH2:15][C@@H:16]([NH:18][C:19]([C:21]3[NH:25][N:24]=[C:23]([CH:26]([OH:28])[CH3:27])[CH:22]=3)=[O:20])[CH3:17])[N:11]=2)[CH:5]=[CH:6][C:7]=1[C:8]#[N:9].[C:29](OC(=O)C)(=[O:31])[CH3:30]. (7) Given the product [F:27][C:24]([F:25])([F:26])[C:22]1[CH:21]=[C:5]([CH:4]=[C:3]([C:2]([F:1])([F:29])[F:28])[CH:23]=1)[CH2:6][N:7]1[C:11]([C:12]2[CH:13]=[N:14][CH:15]=[CH:16][CH:17]=2)=[C:10]([C:18]([N:49]2[CH2:50][CH2:51][CH2:52][CH:48]2[C:43]2[CH:44]=[CH:45][CH:46]=[CH:47][C:42]=2[Cl:41])=[O:19])[N:9]=[N:8]1, predict the reactants needed to synthesize it. The reactants are: [F:1][C:2]([F:29])([F:28])[C:3]1[CH:4]=[C:5]([CH:21]=[C:22]([C:24]([F:27])([F:26])[F:25])[CH:23]=1)[CH2:6][N:7]1[C:11]([C:12]2[CH:13]=[N:14][CH:15]=[CH:16][CH:17]=2)=[C:10]([C:18](O)=[O:19])[N:9]=[N:8]1.CCN=C=NCCCN(C)C.[Cl:41][C:42]1[CH:47]=[CH:46][CH:45]=[CH:44][C:43]=1[CH:48]1[CH2:52][CH2:51][CH2:50][NH:49]1. (8) Given the product [F:1][C:2]1[CH:3]=[C:4]2[C:8](=[CH:9][CH:10]=1)[N:7]([S:11]([C:14]1[CH:15]=[CH:16][CH:17]=[CH:18][CH:19]=1)(=[O:13])=[O:12])[CH:6]=[C:5]2[C:20]1[CH:29]=[CH:28][C:23]2[N:24]([CH2:37][C:38]([NH2:40])=[O:39])[C:25](=[O:27])[O:26][C:22]=2[CH:21]=1, predict the reactants needed to synthesize it. The reactants are: [F:1][C:2]1[CH:3]=[C:4]2[C:8](=[CH:9][CH:10]=1)[N:7]([S:11]([C:14]1[CH:19]=[CH:18][CH:17]=[CH:16][CH:15]=1)(=[O:13])=[O:12])[CH:6]=[C:5]2[C:20]1[CH:29]=[CH:28][C:23]2[NH:24][C:25](=[O:27])[O:26][C:22]=2[CH:21]=1.C([O-])([O-])=O.[K+].[K+].Br[CH2:37][C:38]([NH2:40])=[O:39]. (9) The reactants are: S(Cl)(Cl)=O.CC1SC(C(O)=O)=CC=1.CC1SC(C(Cl)=O)=CC=1.[CH3:23][C:24]1[S:28][C:27]([C:29]([N:31]=[C:32]=[S:33])=[O:30])=[CH:26][CH:25]=1.[CH3:34][O:35][C:36]1[CH:37]=[C:38]2[C:43](=[CH:44][C:45]=1[O:46][CH3:47])[N:42]=[CH:41][CH:40]=[C:39]2[O:48][C:49]1[CH:55]=[CH:54][C:52]([NH2:53])=[CH:51][C:50]=1[F:56]. Given the product [CH3:34][O:35][C:36]1[CH:37]=[C:38]2[C:43](=[CH:44][C:45]=1[O:46][CH3:47])[N:42]=[CH:41][CH:40]=[C:39]2[O:48][C:49]1[CH:55]=[CH:54][C:52]([NH:53][C:32]([NH:31][C:29]([C:27]2[S:28][C:24]([CH3:23])=[CH:25][CH:26]=2)=[O:30])=[S:33])=[CH:51][C:50]=1[F:56], predict the reactants needed to synthesize it. (10) Given the product [CH2:29]([O:28][C:26]([NH:25]/[C:24](=[CH:36]\[O:37][S:10]([C:13]1[CH:19]=[CH:18][C:16]([CH3:17])=[CH:15][CH:14]=1)(=[O:12])=[O:11])/[C:23]([O:22][CH3:21])=[O:38])=[O:27])[C:30]1[CH:35]=[CH:34][CH:33]=[CH:32][CH:31]=1, predict the reactants needed to synthesize it. The reactants are: CN(C=O)C.CS(C)=O.[S:10](Cl)([C:13]1[CH:19]=[CH:18][C:16]([CH3:17])=[CH:15][CH:14]=1)(=[O:12])=[O:11].[CH3:21][O:22][C:23](=[O:38])[C@H:24]([CH2:36][OH:37])[NH:25][C:26]([O:28][CH2:29][C:30]1[CH:35]=[CH:34][CH:33]=[CH:32][CH:31]=1)=[O:27].C(N(CC)CC)C.